From a dataset of Reaction yield outcomes from USPTO patents with 853,638 reactions. Predict the reaction yield, written as a fraction of the theoretical maximum amount of product (1.0 means a 100% yield; for example, 0.34 means a 34% yield). (1) The reactants are [CH3:1][O:2][C:3]1[CH:4]=[C:5]2[C:9](=[CH:10][CH:11]=1)[NH:8][CH:7]=[CH:6]2.C([BH3-])#N.[Na+].[OH-].[Na+]. The catalyst is C(O)(=O)C.ClCCl. The product is [CH3:1][O:2][C:3]1[CH:4]=[C:5]2[C:9](=[CH:10][CH:11]=1)[NH:8][CH2:7][CH2:6]2. The yield is 0.990. (2) The reactants are C(O)(=O)C(C)(C)C.C(=O)([O-])[O-].[K+].[K+].Br[C:15]1[CH:33]=[CH:32][C:31]([Cl:34])=[CH:30][C:16]=1[CH2:17][O:18][C:19]1[CH:28]=[C:27]2[C:22]([CH2:23][CH2:24][CH2:25][C:26]2=[O:29])=[CH:21][CH:20]=1. The catalyst is CC(N(C)C)=O.C([O-])(=O)C(C)(C)C.[Pd+2].C([O-])(=O)C(C)(C)C.FC1C=CC(P(C2C=CC(F)=CC=2)C2C=CC(F)=CC=2)=CC=1. The product is [Cl:34][C:31]1[CH:32]=[CH:33][C:15]2[C:20]3[CH:21]=[C:22]4[CH2:23][CH2:24][CH2:25][C:26](=[O:29])[C:27]4=[CH:28][C:19]=3[O:18][CH2:17][C:16]=2[CH:30]=1. The yield is 0.670. (3) The reactants are O[C:2]1([CH3:16])[C:10]2[C:5](=[C:6]([N+:11]([O-])=O)[CH:7]=[CH:8][CH:9]=2)[C:4](=[O:14])[N:3]1[CH3:15].[H][H]. The catalyst is [Pd].CC(O)=O. The product is [NH2:11][C:6]1[CH:7]=[CH:8][CH:9]=[C:10]2[C:5]=1[C:4](=[O:14])[N:3]([CH3:15])[CH:2]2[CH3:16]. The yield is 0.500. (4) The reactants are [CH3:1][C:2]1[CH:7]=[CH:6][C:5]([S:8]([O:11][CH2:12][CH:13]2[CH2:17][C:16]3[CH:18]=[C:19]([Cl:30])[CH:20]=[C:21](OS(C(F)(F)F)(=O)=O)[C:15]=3[O:14]2)(=[O:10])=[O:9])=[CH:4][CH:3]=1.[Cl:31][C:32]1[CH:33]=[C:34](B(O)O)[CH:35]=[CH:36][CH:37]=1.C(=O)([O-])[O-].[K+].[K+].C(C1C=CC=CC=1B1OC(C)(C)C(C)(C)O1)(C)C. The catalyst is C1C=CC([PH+]([C]2[CH][CH][CH][CH]2)C2C=CC=CC=2)=CC=1.C1C=CC([PH+]([C]2[CH][CH][CH][CH]2)C2C=CC=CC=2)=CC=1.C(Cl)Cl.Cl[Pd]Cl.[Fe]. The product is [CH3:1][C:2]1[CH:3]=[CH:4][C:5]([S:8]([O:11][CH2:12][CH:13]2[CH2:17][C:16]3[CH:18]=[C:19]([Cl:30])[CH:20]=[C:21]([C:36]4[CH:35]=[CH:34][CH:33]=[C:32]([Cl:31])[CH:37]=4)[C:15]=3[O:14]2)(=[O:9])=[O:10])=[CH:6][CH:7]=1. The yield is 0.800. (5) The reactants are [CH2:1]([O:3][C:4](=[O:23])[CH2:5][O:6][C:7]1[CH:22]=[CH:21][C:10]([C:11]([O:13]CC2C=CC=CC=2)=[O:12])=[CH:9][CH:8]=1)[CH3:2]. The catalyst is CCO.[OH-].[OH-].[Pd+2]. The product is [CH2:1]([O:3][C:4](=[O:23])[CH2:5][O:6][C:7]1[CH:22]=[CH:21][C:10]([C:11]([OH:13])=[O:12])=[CH:9][CH:8]=1)[CH3:2]. The yield is 0.910.